From a dataset of Reaction yield outcomes from USPTO patents with 853,638 reactions. Predict the reaction yield, written as a fraction of the theoretical maximum amount of product (1.0 means a 100% yield; for example, 0.34 means a 34% yield). (1) The reactants are [F:1][B-](F)(F)F.[C:6]([C:8]1[CH:13]=[C:12]([S:14][C:15]#[N:16])[CH:11]=[CH:10][C:9]=1[N+]#N)#[N:7]. The product is [F:1][C:9]1[CH:10]=[CH:11][C:12]([S:14][C:15]#[N:16])=[CH:13][C:8]=1[C:6]#[N:7]. The yield is 0.150. The catalyst is O. (2) The reactants are [O:1]=[C:2]1[C:11]2[C:6](=[CH:7][CH:8]=[CH:9][CH:10]=2)[C:5]2[CH2:12][C:13]3[CH:14]=[C:15]([NH2:19])[CH:16]=[CH:17][C:18]=3[C:4]=2[NH:3]1.[CH2:20]([N:23]=[C:24]=[O:25])[CH2:21]C. The catalyst is CN(C=O)C. The product is [CH2:20]([NH:23][C:24]([NH:19][C:15]1[CH:16]=[CH:17][C:18]2[C:4]3[NH:3][C:2](=[O:1])[C:11]4[C:6]([C:5]=3[CH2:12][C:13]=2[CH:14]=1)=[CH:7][CH:8]=[CH:9][CH:10]=4)=[O:25])[CH3:21]. The yield is 0.420. (3) The reactants are [Cl:1][C:2]1[CH:3]=[N+:4]([O-])[CH:5]=[CH:6][CH:7]=1.[CH2:9]([N:11](CC)CC)C.[Si](C#N)(C)(C)C. The yield is 0.980. The product is [Cl:1][C:2]1[C:3]([C:9]#[N:11])=[N:4][CH:5]=[CH:6][CH:7]=1. The catalyst is C(#N)C.C(OCC)C. (4) The reactants are [CH2:1]([N:8]1[CH2:35][CH2:34][C:11]2([O:15][CH2:14][C:13]([NH:16][CH2:17][C:18]3[C:23]([C:24]([F:27])([F:26])[F:25])=[CH:22][CH:21]=[CH:20][C:19]=3[F:28])=[C:12]2[C:29]([O:31][CH2:32][CH3:33])=[O:30])[CH2:10][CH2:9]1)[C:2]1[CH:7]=[CH:6][CH:5]=[CH:4][CH:3]=1.C(=O)=[N:37][C:38](Cl)=[O:39].C(=O)(O)[O-].[Na+]. The catalyst is ClCCl. The product is [CH2:1]([N:8]1[CH2:9][CH2:10][C:11]2([O:15][CH2:14][C:13]([N:16]([CH2:17][C:18]3[C:23]([C:24]([F:25])([F:26])[F:27])=[CH:22][CH:21]=[CH:20][C:19]=3[F:28])[C:38]([NH2:37])=[O:39])=[C:12]2[C:29]([O:31][CH2:32][CH3:33])=[O:30])[CH2:34][CH2:35]1)[C:2]1[CH:3]=[CH:4][CH:5]=[CH:6][CH:7]=1. The yield is 0.370. (5) The reactants are [C:1]([O:5][C:6]([N:8]1[CH2:13][CH2:12][CH:11]([NH:14][CH3:15])[CH2:10][CH2:9]1)=[O:7])([CH3:4])([CH3:3])[CH3:2].[O:16]1[CH2:20][CH2:19][C:18](=O)[CH2:17]1.CCN(C(C)C)C(C)C.C(O[BH-](OC(=O)C)OC(=O)C)(=O)C.[Na+]. The catalyst is C(Cl)Cl. The product is [C:1]([O:5][C:6]([N:8]1[CH2:9][CH2:10][CH:11]([N:14]([CH3:15])[CH:18]2[CH2:19][CH2:20][O:16][CH2:17]2)[CH2:12][CH2:13]1)=[O:7])([CH3:4])([CH3:3])[CH3:2]. The yield is 0.500. (6) The reactants are O[C:2]1[C:10]([NH:11][C:12](=[O:14])[CH3:13])=[CH:9][CH:8]=[C:7]2[C:3]=1[C:4](=[O:15])[CH2:5][CH2:6]2.C1(C)C=CC(S([O-])(=O)=O)=CC=1.[NH+]1C=CC=CC=1. The catalyst is C1(C)C(C)=CC=CC=1. The product is [CH3:13][C:12]1[O:14][C:2]2[C:3]3[C:4](=[O:15])[CH2:5][CH2:6][C:7]=3[CH:8]=[CH:9][C:10]=2[N:11]=1. The yield is 0.850. (7) The reactants are [OH:1][C:2]([C:19]1[S:20][CH:21]=[CH:22][CH:23]=1)([C:14]1[S:15][CH:16]=[CH:17][CH:18]=1)[C:3]([O:5][C@H:6]1[CH2:11][CH2:10][C@H:9]([NH:12][CH3:13])[CH2:8][CH2:7]1)=[O:4].Br[CH2:25][CH2:26][OH:27].C(N(CC)CC)C.BrC(O)C. The catalyst is C(#N)C.C1COCC1. The product is [OH:1][C:2]([C:14]1[S:15][CH:16]=[CH:17][CH:18]=1)([C:19]1[S:20][CH:21]=[CH:22][CH:23]=1)[C:3]([O:5][C@H:6]1[CH2:7][CH2:8][C@H:9]([N:12]([CH2:25][CH2:26][OH:27])[CH3:13])[CH2:10][CH2:11]1)=[O:4]. The yield is 0.760. (8) The yield is 0.440. The reactants are [Br:1][C:2]1[CH:10]=[C:9]2[C:5]([CH:6]=[CH:7][NH:8]2)=[CH:4][CH:3]=1.C([Mg]Br)C.[CH3:15][C:16]1([CH3:24])[C:18]([CH3:20])([CH3:19])[CH:17]1[C:21](Cl)=[O:22]. The catalyst is ClCCl.[Cl-].[Zn+2].[Cl-]. The product is [Br:1][C:2]1[CH:10]=[C:9]2[C:5]([C:6]([C:21]([CH:17]3[C:18]([CH3:20])([CH3:19])[C:16]3([CH3:24])[CH3:15])=[O:22])=[CH:7][NH:8]2)=[CH:4][CH:3]=1. (9) The reactants are [CH3:1][N:2]([CH3:34])[C:3]([C:5]1[S:9][C:8]2[CH:10]=[C:11]([C:14]([C:19]3[CH:24]=[CH:23][C:22]([O:25][CH2:26][C:27](=[O:32])[C:28]([CH3:31])([CH3:30])[CH3:29])=[C:21]([CH3:33])[CH:20]=3)([CH2:17][CH3:18])[CH2:15][CH3:16])[CH:12]=[CH:13][C:7]=2[CH:6]=1)=[O:4].[BH4-].[Na+]. No catalyst specified. The product is [CH3:34][N:2]([CH3:1])[C:3]([C:5]1[S:9][C:8]2[CH:10]=[C:11]([C:14]([CH2:15][CH3:16])([C:19]3[CH:24]=[CH:23][C:22]([O:25][CH2:26][CH:27]([OH:32])[C:28]([CH3:30])([CH3:31])[CH3:29])=[C:21]([CH3:33])[CH:20]=3)[CH2:17][CH3:18])[CH:12]=[CH:13][C:7]=2[CH:6]=1)=[O:4]. The yield is 1.00. (10) The reactants are C([O:8][CH2:9][CH2:10][N:11]1[CH2:17][CH2:16][CH2:15][C@H:14]([N:18]([CH2:25][C:26]2[CH:31]=[C:30]([C:32]([F:35])([F:34])[F:33])[CH:29]=[C:28]([C:36]([F:39])([F:38])[F:37])[CH:27]=2)[C:19]2[N:20]=[N:21][N:22]([CH3:24])[N:23]=2)[C:13]2[CH:40]=[C:41]([CH3:48])[C:42]([C:44]([F:47])([F:46])[F:45])=[CH:43][C:12]1=2)C1C=CC=CC=1. The catalyst is [Pd].C(O)C. The product is [F:34][C:32]([F:33])([F:35])[C:30]1[CH:31]=[C:26]([CH:27]=[C:28]([C:36]([F:39])([F:38])[F:37])[CH:29]=1)[CH2:25][N:18]([C:19]1[N:20]=[N:21][N:22]([CH3:24])[N:23]=1)[C@H:14]1[CH2:15][CH2:16][CH2:17][N:11]([CH2:10][CH2:9][OH:8])[C:12]2[CH:43]=[C:42]([C:44]([F:45])([F:46])[F:47])[C:41]([CH3:48])=[CH:40][C:13]1=2. The yield is 0.970.